Predict the product of the given reaction. From a dataset of Forward reaction prediction with 1.9M reactions from USPTO patents (1976-2016). Given the reactants [Cl:1][C:2]1[CH:7]=[CH:6][C:5]([C:8]2([CH3:36])[C:12]([C:14]3[CH:19]=[CH:18][C:17]([Cl:20])=[CH:16][CH:15]=3)([CH3:13])[N:11]([C:21](Cl)=[O:22])[C:10]([C:24]3[CH:29]=[CH:28][C:27]([CH:30]([CH3:32])[CH3:31])=[CH:26][C:25]=3[O:33][CH2:34][CH3:35])=[N:9]2)=[CH:4][CH:3]=1.Cl.Cl.[CH3:39][S:40]([CH2:43][CH2:44][CH2:45][N:46]1[CH2:51][CH2:50][NH:49][CH2:48][CH2:47]1)(=[O:42])=[O:41], predict the reaction product. The product is: [Cl:1][C:2]1[CH:7]=[CH:6][C:5]([C@@:8]2([CH3:36])[C@:12]([C:14]3[CH:15]=[CH:16][C:17]([Cl:20])=[CH:18][CH:19]=3)([CH3:13])[N:11]([C:21]([N:49]3[CH2:48][CH2:47][N:46]([CH2:45][CH2:44][CH2:43][S:40]([CH3:39])(=[O:41])=[O:42])[CH2:51][CH2:50]3)=[O:22])[C:10]([C:24]3[CH:29]=[CH:28][C:27]([CH:30]([CH3:31])[CH3:32])=[CH:26][C:25]=3[O:33][CH2:34][CH3:35])=[N:9]2)=[CH:4][CH:3]=1.